Dataset: NCI-60 drug combinations with 297,098 pairs across 59 cell lines. Task: Regression. Given two drug SMILES strings and cell line genomic features, predict the synergy score measuring deviation from expected non-interaction effect. Drug 1: CC12CCC(CC1=CCC3C2CCC4(C3CC=C4C5=CN=CC=C5)C)O. Drug 2: CCN(CC)CCNC(=O)C1=C(NC(=C1C)C=C2C3=C(C=CC(=C3)F)NC2=O)C. Cell line: HOP-92. Synergy scores: CSS=-2.96, Synergy_ZIP=1.39, Synergy_Bliss=-1.41, Synergy_Loewe=-6.09, Synergy_HSA=-6.08.